Dataset: Full USPTO retrosynthesis dataset with 1.9M reactions from patents (1976-2016). Task: Predict the reactants needed to synthesize the given product. (1) Given the product [NH2:11][C:12]1[C:13]([F:32])=[CH:14][C:15]([F:31])=[C:16]([CH:18]2[CH2:23][CH2:22][N:21]([C:24]([O:26][C:27]([CH3:28])([CH3:30])[CH3:29])=[O:25])[CH2:20][CH2:19]2)[CH:17]=1, predict the reactants needed to synthesize it. The reactants are: C(OC([NH:11][C:12]1[C:13]([F:32])=[CH:14][C:15]([F:31])=[C:16]([C:18]2[CH2:19][CH2:20][N:21]([C:24]([O:26][C:27]([CH3:30])([CH3:29])[CH3:28])=[O:25])[CH2:22][CH:23]=2)[CH:17]=1)=O)C1C=CC=CC=1.[H][H]. (2) Given the product [Cl:1][C:2]1[CH:3]=[C:4]([S:9]([N:12]([CH2:23][P:24](=[O:25])([OH:33])[OH:41])[C:13]2[CH:22]=[CH:21][C:20]3[C:15](=[CH:16][CH:17]=[CH:18][CH:19]=3)[CH:14]=2)(=[O:11])=[O:10])[CH:5]=[C:6]([Cl:8])[CH:7]=1, predict the reactants needed to synthesize it. The reactants are: [Cl:1][C:2]1[CH:3]=[C:4]([S:9]([N:12]([CH2:23][P:24](=[O:41])([O:33]CC2C=CC=CC=2)[O:25]CC2C=CC=CC=2)[C:13]2[CH:22]=[CH:21][C:20]3[C:15](=[CH:16][CH:17]=[CH:18][CH:19]=3)[CH:14]=2)(=[O:11])=[O:10])[CH:5]=[C:6]([Cl:8])[CH:7]=1.